Dataset: Forward reaction prediction with 1.9M reactions from USPTO patents (1976-2016). Task: Predict the product of the given reaction. (1) Given the reactants Br[C:2]1[CH:11]=[CH:10][C:5]2[C:6](=[O:9])[O:7][CH2:8][C:4]=2[C:3]=1[CH:12]1[CH2:14][CH2:13]1.[CH:15]([B-](F)(F)F)=[CH2:16].[K+], predict the reaction product. The product is: [CH:12]1([C:3]2[C:4]3[CH2:8][O:7][C:6](=[O:9])[C:5]=3[CH:10]=[CH:11][C:2]=2[CH:15]=[CH2:16])[CH2:14][CH2:13]1. (2) The product is: [CH3:1][O:2][C:3]1[CH:12]=[C:11]2[C:6]([C:7]([NH:13][C:14]3[CH:19]=[N:18][C:17]([NH:20][C:22]4[C:31]5[C:26](=[CH:27][CH:28]=[CH:29][CH:30]=5)[C:25]([C:32]5[CH:37]=[CH:36][CH:35]=[CH:34][CH:33]=5)=[N:24][N:23]=4)=[N:16][CH:15]=3)=[CH:8][CH:9]=[N:10]2)=[N:5][CH:4]=1. Given the reactants [CH3:1][O:2][C:3]1[CH:12]=[C:11]2[C:6]([C:7]([NH:13][C:14]3[CH:15]=[N:16][C:17]([NH2:20])=[N:18][CH:19]=3)=[CH:8][CH:9]=[N:10]2)=[N:5][CH:4]=1.Cl[C:22]1[C:31]2[C:26](=[CH:27][CH:28]=[CH:29][CH:30]=2)[C:25]([C:32]2[CH:37]=[CH:36][CH:35]=[CH:34][CH:33]=2)=[N:24][N:23]=1.C1COCC1.[Li+].C[Si]([N-][Si](C)(C)C)(C)C, predict the reaction product. (3) Given the reactants Cl.[N:2]1[CH:7]=[CH:6][CH:5]=[CH:4][C:3]=1[CH2:8][C:9]([OH:11])=O.[CH3:12][O:13][C:14](=[O:22])[C:15]1[CH:20]=[CH:19][CH:18]=[N:17][C:16]=1[NH2:21].C(N(C(C)C)CC)(C)C.Cl.CN(C)CCCN=C=NCC, predict the reaction product. The product is: [CH3:12][O:13][C:14](=[O:22])[C:15]1[CH:20]=[CH:19][CH:18]=[N:17][C:16]=1[NH:21][C:9](=[O:11])[CH2:8][C:3]1[CH:4]=[CH:5][CH:6]=[CH:7][N:2]=1. (4) Given the reactants Cl[C:2]1[N:3]=[C:4]([N:12]2[CH2:17][CH2:16][O:15][CH2:14][CH2:13]2)[C:5]2[S:10][C:9](I)=[N:8][C:6]=2[N:7]=1.[CH3:18][S:19]([C:22]1[CH:23]=[C:24](B(O)O)[CH:25]=[CH:26][CH:27]=1)(=[O:21])=[O:20].C(=O)([O-])[O-].[Na+].[Na+].[C:37](#[N:39])[CH3:38], predict the reaction product. The product is: [CH3:18][S:19]([C:22]1[CH:23]=[C:24]([C:9]2[S:10][C:5]3[C:4]([N:12]4[CH2:17][CH2:16][O:15][CH2:14][CH2:13]4)=[N:3][C:2]([C:38]4[CH:37]=[N:39][C:2]([NH2:7])=[N:3][CH:4]=4)=[N:7][C:6]=3[N:8]=2)[CH:25]=[CH:26][CH:27]=1)(=[O:21])=[O:20]. (5) Given the reactants [NH2:1][C:2]1[N:3]=[C:4]2[C:9](=[N:10][CH:11]=1)[N:8]([CH2:12][CH3:13])[C:7](=[O:14])[N:6]([CH2:15][CH3:16])[C:5]2=[O:17].[CH3:18][CH:19]1[CH2:25][C:24](=[O:26])[O:23][C:21](=[O:22])[CH2:20]1, predict the reaction product. The product is: [CH2:12]([N:8]1[C:9]2[C:4](=[N:3][C:2]([NH:1][C:24]([CH2:25][CH:19]([CH3:18])[CH2:20][C:21]([OH:23])=[O:22])=[O:26])=[CH:11][N:10]=2)[C:5](=[O:17])[N:6]([CH2:15][CH3:16])[C:7]1=[O:14])[CH3:13].